Dataset: Peptide-MHC class II binding affinity with 134,281 pairs from IEDB. Task: Regression. Given a peptide amino acid sequence and an MHC pseudo amino acid sequence, predict their binding affinity value. This is MHC class II binding data. The peptide sequence is DFGNSYIAEMETESW. The MHC is DRB1_0901 with pseudo-sequence DRB1_0901. The binding affinity (normalized) is 0.310.